This data is from Full USPTO retrosynthesis dataset with 1.9M reactions from patents (1976-2016). The task is: Predict the reactants needed to synthesize the given product. (1) Given the product [Br:1][CH2:2][CH2:3][C:4]1[CH:5]=[C:6]([OH:10])[CH:7]=[CH:8][CH:9]=1, predict the reactants needed to synthesize it. The reactants are: [Br:1][CH2:2][CH2:3][C:4]1[CH:9]=[CH:8][CH:7]=[C:6]([O:10]C)[CH:5]=1.C(Cl)(Cl)Cl.B(Br)(Br)Br.[NH4+].[OH-]. (2) Given the product [O:22]=[C:2]1[CH2:3][C:4]2[C:9](=[CH:8][CH:7]=[CH:6][C:5]=2[C:10]2[CH:11]=[C:12]([CH2:16][C:17]([OH:19])=[O:18])[CH:13]=[CH:14][CH:15]=2)[NH:1]1, predict the reactants needed to synthesize it. The reactants are: [NH:1]1[C:9]2[C:4](=[C:5]([C:10]3[CH:11]=[C:12]([CH2:16][C:17]([OH:19])=[O:18])[CH:13]=[CH:14][CH:15]=3)[CH:6]=[CH:7][CH:8]=2)[CH:3]=[CH:2]1.C([OH:22])C.C(O)(=O)C.[Br-].[Br-].[Br-].[NH+]1C=CC=CC=1.[NH+]1C=CC=CC=1.[NH+]1C=CC=CC=1. (3) The reactants are: [CH:1]1([NH:4][C:5]2[N:13]=[C:12]([C:14]([F:17])([F:16])[F:15])[N:11]=[C:10]3[C:6]=2[N:7]=[CH:8][N:9]3[C:18]2[CH:23]=[CH:22][C:21]([C:24]([O:26]C)=[O:25])=[CH:20][CH:19]=2)[CH2:3][CH2:2]1.[OH-].[K+].FC(F)(F)C(O)=O. Given the product [C:24]([C:21]1[CH:20]=[CH:19][C:18]([N:9]2[CH:8]=[N:7][C:6]3[C:10]2=[N:11][C:12]([C:14]([F:17])([F:15])[F:16])=[N:13][C:5]=3[NH:4][CH:1]2[CH2:3][CH2:2]2)=[CH:23][CH:22]=1)([OH:26])=[O:25], predict the reactants needed to synthesize it.